The task is: Binary Classification. Given a miRNA mature sequence and a target amino acid sequence, predict their likelihood of interaction.. This data is from Experimentally validated miRNA-target interactions with 360,000+ pairs, plus equal number of negative samples. (1) The miRNA is hsa-miR-34a-5p with sequence UGGCAGUGUCUUAGCUGGUUGU. The protein sequence of the target gene is MYNMMETELKPPGPQQTSGGGGGNSTAAAAGGNQKNSPDRVKRPMNAFMVWSRGQRRKMAQENPKMHNSEISKRLGAEWKLLSETEKRPFIDEAKRLRALHMKEHPDYKYRPRRKTKTLMKKDKYTLPGGLLAPGGNSMASGVGVGAGLGAGVNQRMDSYAHMNGWSNGSYSMMQDQLGYPQHPGLNAHGAAQMQPMHRYDVSALQYNSMTSSQTYMNGSPTYSMSYSQQGTPGMALGSMGSVVKSEASSSPPVVTSSSHSRAPCQAGDLRDMISMYLPGAEVPEPAAPSRLHMSQHYQS.... Result: 1 (interaction). (2) The miRNA is mmu-miR-29b-2-5p with sequence CUGGUUUCACAUGGUGGCUUAGAUU. The protein sequence of the target gene is MPPSGLRLLPLLLPLPWLLVLTPGRPAAGLSTCKTIDMELVKRKRIEAIRGQILSKLRLASPPSQGEVPPGPLPEAVLALYNSTRDRVAGESADPEPEPEADYYAKEVTRVLMVDRNNAIYEKTKDISHSIYMFFNTSDIREAVPEPPLLSRAELRLQRLKSSVEQHVELYQKYSNNSWRYLGNRLLTPTDTPEWLSFDVTGVVRQWLNQGDGIQGFRFSAHCSCDSKDNKLHVEINGISPKRRGDLGTIHDMNRPFLLLMATPLERAQHLHSSRHRRALDTNYCFSSTEKNCCVRQLYI.... Result: 1 (interaction). (3) The miRNA is hsa-miR-3153 with sequence GGGGAAAGCGAGUAGGGACAUUU. The protein sequence of the target gene is MAAETRNVAGAEAPPPQKRYYRQRAHSNPMADHTLRYPVKPEEMDWSELYPEFFAPLTQNQSHDDPKDKKEKRAQAQVEFADIGCGYGGLLVELSPLFPDTLILGLEIRVKVSDYVQDRIRALRAAPAGGFQNIACLRSNAMKHLPNFFYKGQLTKMFFLFPDPHFKRTKHKWRIISPTLLAEYAYVLRVGGLVYTITDVLELHDWMCTHFEEHPLFERVPLEDLSEDPVVGHLGTSTEEGKKVLRNGGKNFPAIFRRIQDPVLQAVTSQTSLPGH. Result: 1 (interaction). (4) The miRNA is mmu-miR-673-3p with sequence UCCGGGGCUGAGUUCUGUGCACC. The protein sequence of the target gene is MDVVEVAGSWWAQEREDIIMKYEKGHRAGLPEDKGPKPFRSYNNNVDHLGIVHETELPPLTAREAKQIRREISRKSKWVDMLGDWEKYKSSRKLIDRAYKGMPMNIRGPMWSVLLNTEEMKLKNPGRYQIMKEKGKRSSEHIQRIDRDVSGTLRKHIFFRDRYGTKQRELLHILLAYEEYNPEVGYCRDLSHIAALFLLYLPEEDAFWALVQLLASERHSLQGFHSPNGGTVQGLQDQQEHVVATSQPKTMGHQDKKDLCGQCSPLGCLIRILIDGISLGLTLRLWDVYLVEGEQALMPI.... Result: 0 (no interaction).